From a dataset of Catalyst prediction with 721,799 reactions and 888 catalyst types from USPTO. Predict which catalyst facilitates the given reaction. (1) Reactant: C([Mg]Cl)C1C=CC=CC=1.[F:10][C:11]1[CH:12]=[CH:13][C:14]([O:21][CH3:22])=[C:15]([C:17](O)([CH3:19])[CH3:18])[CH:16]=1.[CH2:23]([O:25][C:26](=[O:34])[C:27]([O:29][Si](C)(C)C)=[CH2:28])[CH3:24]. Product: [CH2:23]([O:25][C:26](=[O:34])[C:27](=[O:28])[CH2:29][C:17]([C:15]1[CH:16]=[C:11]([F:10])[CH:12]=[CH:13][C:14]=1[O:21][CH3:22])([CH3:19])[CH3:18])[CH3:24]. The catalyst class is: 2. (2) Reactant: [CH3:1][N:2]1[CH2:6][CH2:5][CH2:4][CH:3]1[CH2:7][CH2:8][N:9]1[C:14](=[O:15])[CH2:13][O:12][C:11]2[CH:16]=[C:17]([N+:20]([O-])=O)[CH:18]=[CH:19][C:10]1=2. Product: [NH2:20][C:17]1[CH:18]=[CH:19][C:10]2[N:9]([CH2:8][CH2:7][CH:3]3[CH2:4][CH2:5][CH2:6][N:2]3[CH3:1])[C:14](=[O:15])[CH2:13][O:12][C:11]=2[CH:16]=1. The catalyst class is: 29.